From a dataset of Forward reaction prediction with 1.9M reactions from USPTO patents (1976-2016). Predict the product of the given reaction. Given the reactants [C:1]([C:3]1([CH2:6][O:7][C:8]2[N:13]=[C:12]([C:14]([OH:16])=O)[CH:11]=[C:10]([N:17]3[CH2:22][CH2:21][CH:20]([C:23]4[C:31]5[C:26](=[N:27][CH:28]=[CH:29][CH:30]=5)[NH:25][CH:24]=4)[CH2:19][CH2:18]3)[N:9]=2)[CH2:5][CH2:4]1)#[N:2].[NH2:32][CH:33]([CH3:38])[C:34]([CH3:37])([OH:36])[CH3:35].CCN(C(C)C)C(C)C.CN(C(ON1N=NC2C=CC=NC1=2)=[N+](C)C)C.F[P-](F)(F)(F)(F)F, predict the reaction product. The product is: [C:1]([C:3]1([CH2:6][O:7][C:8]2[N:13]=[C:12]([C:14]([NH:32][CH:33]([C:34]([OH:36])([CH3:37])[CH3:35])[CH3:38])=[O:16])[CH:11]=[C:10]([N:17]3[CH2:18][CH2:19][CH:20]([C:23]4[C:31]5[C:26](=[N:27][CH:28]=[CH:29][CH:30]=5)[NH:25][CH:24]=4)[CH2:21][CH2:22]3)[N:9]=2)[CH2:4][CH2:5]1)#[N:2].